This data is from Forward reaction prediction with 1.9M reactions from USPTO patents (1976-2016). The task is: Predict the product of the given reaction. (1) Given the reactants [NH2:1][C:2]1[CH:7]=[CH:6][C:5]([C:8]2[S:12][C:11]([CH:13]3[CH2:18][CH2:17][CH:16]([CH2:19][C:20]([O:22][CH2:23][CH3:24])=[O:21])[CH2:15][CH2:14]3)=[N:10][CH:9]=2)=[CH:4][CH:3]=1.[F:25][C:26]1[CH:31]=[C:30]([F:32])[CH:29]=[C:28]([F:33])[C:27]=1[N:34]=[C:35]=[O:36], predict the reaction product. The product is: [F:25][C:26]1[CH:31]=[C:30]([F:32])[CH:29]=[C:28]([F:33])[C:27]=1[NH:34][C:35](=[O:36])[NH:1][C:2]1[CH:3]=[CH:4][C:5]([C:8]2[S:12][C:11]([CH:13]3[CH2:14][CH2:15][CH:16]([CH2:19][C:20]([O:22][CH2:23][CH3:24])=[O:21])[CH2:17][CH2:18]3)=[N:10][CH:9]=2)=[CH:6][CH:7]=1. (2) Given the reactants F[C:2]1[CH:7]=[CH:6][C:5]([C:8]2[O:9][C:10]([C:13]3[C:14]([C:19]4[CH:24]=[CH:23][CH:22]=[CH:21][CH:20]=4)=[N:15][O:16][C:17]=3[CH3:18])=[N:11][N:12]=2)=[CH:4][CH:3]=1.[NH:25]1[CH2:30][CH2:29][CH2:28][CH2:27][CH2:26]1, predict the reaction product. The product is: [CH3:18][C:17]1[O:16][N:15]=[C:14]([C:19]2[CH:24]=[CH:23][CH:22]=[CH:21][CH:20]=2)[C:13]=1[C:10]1[O:9][C:8]([C:5]2[CH:6]=[CH:7][C:2]([N:25]3[CH2:30][CH2:29][CH2:28][CH2:27][CH2:26]3)=[CH:3][CH:4]=2)=[N:12][N:11]=1. (3) Given the reactants [CH2:1]([NH2:8])[C:2]1[CH:7]=[CH:6][CH:5]=[CH:4][CH:3]=1.[Cl:9][CH2:10][C:11](Cl)=[O:12], predict the reaction product. The product is: [CH2:1]([NH:8][C:11](=[O:12])[CH2:10][Cl:9])[C:2]1[CH:7]=[CH:6][CH:5]=[CH:4][CH:3]=1. (4) Given the reactants [OH:1][C:2]([C:4]([F:7])([F:6])[F:5])=[O:3].[CH:8]1([NH:12][C:13]2[N:18]=[C:17]3[CH2:19][NH:20][CH2:21][CH2:22][C:16]3=[N:15][C:14]=2[N:23]2[CH2:28][CH2:27][CH:26]([O:29][C:30]3[CH:35]=[CH:34][C:33]([O:36][CH3:37])=[CH:32][C:31]=3[F:38])[CH2:25][CH2:24]2)[CH2:11][CH2:10][CH2:9]1.[CH3:39][N:40]([CH3:44])[C:41](Cl)=[O:42].C(N(CC)CC)C, predict the reaction product. The product is: [CH:8]1([NH:12][C:13]2[N:18]=[C:17]3[CH2:19][N:20]([C:41]([N:40]([CH3:44])[CH3:39])=[O:42])[CH2:21][CH2:22][C:16]3=[N:15][C:14]=2[N:23]2[CH2:28][CH2:27][CH:26]([O:29][C:30]3[CH:35]=[CH:34][C:33]([O:36][CH3:37])=[CH:32][C:31]=3[F:38])[CH2:25][CH2:24]2)[CH2:9][CH2:10][CH2:11]1.[C:2]([OH:3])([C:4]([F:7])([F:6])[F:5])=[O:1]. (5) Given the reactants [CH3:1][C:2]1[CH:6]=[C:5]([CH2:7][C:8]([OH:10])=[O:9])[O:4][N:3]=1.OS(O)(=O)=O.[CH3:16][CH2:17]CCCC, predict the reaction product. The product is: [CH3:1][C:2]1[CH:6]=[C:5]([CH2:7][C:8]([O:10][CH2:16][CH3:17])=[O:9])[O:4][N:3]=1.